This data is from Reaction yield outcomes from USPTO patents with 853,638 reactions. The task is: Predict the reaction yield, written as a fraction of the theoretical maximum amount of product (1.0 means a 100% yield; for example, 0.34 means a 34% yield). (1) The reactants are Br[CH:2]1[CH2:8][CH2:7][CH2:6][C:5]2[CH:9]=[C:10]([N:13]3[CH2:17][C@H:16]([CH2:18][NH:19][C:20](=[O:22])[CH3:21])[O:15][C:14]3=[O:23])[CH:11]=[CH:12][C:4]=2[C:3]1=O.[Si]([O:32][CH2:33][CH2:34][NH:35][C:36](=S)[NH:37][NH2:38])(C(C)(C)C)(C)C. No catalyst specified. The product is [OH:32][CH2:33][CH2:34][NH:35][C:36]1[C:2]2[CH2:8][CH2:7][CH2:6][C:5]3[CH:9]=[C:10]([N:13]4[CH2:17][C@H:16]([CH2:18][NH:19][C:20](=[O:22])[CH3:21])[O:15][C:14]4=[O:23])[CH:11]=[CH:12][C:4]=3[C:3]=2[NH:38][N:37]=1. The yield is 0.130. (2) The reactants are [CH3:1][C:2]1[CH:3]=[C:4]([CH:7]=[CH:8][C:9]=1[OH:10])[CH:5]=[O:6].[CH2:11]([OH:14])[CH2:12][OH:13].C1(C)C=CC(S(O)(=O)=[O:22])=CC=1.[C:26]1([CH3:32])C=CC=CC=1. No catalyst specified. The yield is 0.240. The product is [OH:22][CH2:26][CH2:32][O:6][C:5]1([C:4]2[CH:7]=[CH:8][C:9]([OH:10])=[C:2]([CH3:1])[CH:3]=2)[O:14][CH2:11][CH2:12][O:13]1. (3) The reactants are Cl[C:2]1[C:3]([C:11]([CH:14]2[CH2:19][CH2:18][CH2:17][CH2:16][CH2:15]2)=[N:12][OH:13])=[C:4]2[CH:10]=[CH:9][NH:8][C:5]2=[N:6][CH:7]=1.CC(C)([O-])C.[K+]. The catalyst is CS(C)=O. The product is [CH:14]1([C:11]2[C:3]3=[C:4]4[CH:10]=[CH:9][NH:8][C:5]4=[N:6][CH:7]=[C:2]3[O:13][N:12]=2)[CH2:19][CH2:18][CH2:17][CH2:16][CH2:15]1. The yield is 0.460.